The task is: Regression. Given two drug SMILES strings and cell line genomic features, predict the synergy score measuring deviation from expected non-interaction effect.. This data is from NCI-60 drug combinations with 297,098 pairs across 59 cell lines. (1) Drug 1: CC(CN1CC(=O)NC(=O)C1)N2CC(=O)NC(=O)C2. Drug 2: CN(C)C1=NC(=NC(=N1)N(C)C)N(C)C. Cell line: SF-268. Synergy scores: CSS=12.6, Synergy_ZIP=-3.22, Synergy_Bliss=9.19, Synergy_Loewe=-0.874, Synergy_HSA=3.85. (2) Drug 1: C1C(C(OC1N2C=NC3=C2NC=NCC3O)CO)O. Drug 2: C1C(C(OC1N2C=NC(=NC2=O)N)CO)O. Cell line: SNB-75. Synergy scores: CSS=1.80, Synergy_ZIP=-1.23, Synergy_Bliss=-4.36, Synergy_Loewe=-5.45, Synergy_HSA=-3.28. (3) Drug 1: CC=C1C(=O)NC(C(=O)OC2CC(=O)NC(C(=O)NC(CSSCCC=C2)C(=O)N1)C(C)C)C(C)C. Drug 2: CN1C2=C(C=C(C=C2)N(CCCl)CCCl)N=C1CCCC(=O)O.Cl. Cell line: NCI-H522. Synergy scores: CSS=20.2, Synergy_ZIP=2.18, Synergy_Bliss=3.15, Synergy_Loewe=-20.3, Synergy_HSA=2.19.